Dataset: hERG Central: cardiac toxicity at 1µM, 10µM, and general inhibition. Task: Predict hERG channel inhibition at various concentrations. (1) Results: hERG_inhib (hERG inhibition (general)): blocker. The compound is c1csc(-c2nc(NCCCN3CCOCC3)c3ccccc3n2)c1. (2) The drug is O=C(COc1ccc([N+](=O)[O-])cc1)N(Cc1cccs1)C1CCS(=O)(=O)C1. Results: hERG_inhib (hERG inhibition (general)): blocker. (3) The drug is COc1ccccc1N1CCN(CCCNC(=O)Cn2ncc3c([nH]c4ccccc43)c2=O)CC1. Results: hERG_inhib (hERG inhibition (general)): blocker. (4) The molecule is Cn1c(N)c(C(=O)COC(=O)/C=C/c2ccc(F)cc2)c(=O)n(C)c1=O. Results: hERG_inhib (hERG inhibition (general)): blocker. (5) The compound is COc1cccc(/C=C2/Sc3ccc(C(=O)NCCCN4CCCC4)cc3NC2=O)c1. Results: hERG_inhib (hERG inhibition (general)): blocker. (6) The molecule is O=C(/C=C/c1ccc(Cl)cc1)N1CCN(c2ccc([N+](=O)[O-])c(N3CCOCC3)c2)CC1. Results: hERG_inhib (hERG inhibition (general)): blocker. (7) The compound is COC(=O)C1=C(N)Oc2cc(C)n(CCCn3ccnc3)c(=O)c2C1c1cccc(Cl)c1. Results: hERG_inhib (hERG inhibition (general)): blocker.